Dataset: Forward reaction prediction with 1.9M reactions from USPTO patents (1976-2016). Task: Predict the product of the given reaction. (1) Given the reactants [NH2:1][C:2]1[N:10]=[C:9]([O:11][CH3:12])[CH:8]=[C:7]([O:13][CH3:14])[C:3]=1[C:4]([OH:6])=O.Cl.CN(C)[CH2:18][CH2:19][CH2:20][N:21]=C=NCC.O.ON1[C:33]2C=CC=[CH:37][C:32]=2N=N1.CN1[CH2:44][CH2:43][O:42]CC1.[OH-].[NH4+].[CH2:47]1COCC1, predict the reaction product. The product is: [OH:42][C:43]1[C:44]([CH3:47])=[CH:18][C:19]([C:20]2[NH:21][C:4](=[O:6])[C:3]3[C:7]([O:13][CH3:14])=[CH:8][C:9]([O:11][CH3:12])=[N:10][C:2]=3[N:1]=2)=[CH:33][C:32]=1[CH3:37]. (2) Given the reactants [F:1][C:2]([F:19])([F:18])[C:3]1[CH:4]=[C:5]([CH:13]([CH3:17])[C:14]([OH:16])=O)[CH:6]=[C:7]([C:9]([F:12])([F:11])[F:10])[CH:8]=1.[CH3:20][C:21]1[CH:26]=[C:25]([C:27]2[CH:32]=[CH:31][C:30]([NH2:33])=[CH:29][CH:28]=2)[CH:24]=[CH:23][N:22]=1.C1C=CC2N(O)N=NC=2C=1.C(Cl)CCl, predict the reaction product. The product is: [F:19][C:2]([F:1])([F:18])[C:3]1[CH:4]=[C:5]([CH:13]([CH3:17])[C:14]([NH:33][C:30]2[CH:29]=[CH:28][C:27]([C:25]3[CH:24]=[CH:23][N:22]=[C:21]([CH3:20])[CH:26]=3)=[CH:32][CH:31]=2)=[O:16])[CH:6]=[C:7]([C:9]([F:12])([F:10])[F:11])[CH:8]=1. (3) The product is: [NH2:1][C:2]1[CH:7]=[CH:6][N:5]([CH2:21][C@@H:22]2[CH2:26][O:25][C:24]([CH3:28])([CH3:27])[O:23]2)[C:4](=[O:8])[CH:3]=1. Given the reactants [NH2:1][C:2]1[CH:7]=[CH:6][NH:5][C:4](=[O:8])[CH:3]=1.[H-].[Na+].C1(C)C=CC(S(O[CH2:21][C@@H:22]2[CH2:26][O:25][C:24]([CH3:28])([CH3:27])[O:23]2)(=O)=O)=CC=1.[I-].[Na+].[Cl-].[NH4+], predict the reaction product. (4) Given the reactants [SH:1][C:2]1[CH:7]=[CH:6][N:5]=[CH:4][CH:3]=1.[H-].[Na+].[Br:10][C:11]1[CH:16]=[CH:15][C:14]([NH:17][C:18]2[C:27]3[C:22](=[CH:23][C:24]([O:30][CH2:31][CH:32]4[O:34][CH2:33]4)=[C:25]([O:28][CH3:29])[CH:26]=3)[N:21]=[CH:20][N:19]=2)=[C:13]([F:35])[CH:12]=1, predict the reaction product. The product is: [Br:10][C:11]1[CH:16]=[CH:15][C:14]([NH:17][C:18]2[C:27]3[C:22](=[CH:23][C:24]([O:30][CH2:31][CH:32]([OH:34])[CH2:33][S:1][C:2]4[CH:7]=[CH:6][N:5]=[CH:4][CH:3]=4)=[C:25]([O:28][CH3:29])[CH:26]=3)[N:21]=[CH:20][N:19]=2)=[C:13]([F:35])[CH:12]=1. (5) Given the reactants C(NC(C1C=CC(N[C:22](=[O:41])[CH2:23][C:24]2[CH:40]=[CH:39][C:27]3[N:28]=C(NC4C=CC=CC=4C)[O:30][C:26]=3[CH:25]=2)=CC=1)CC(O)=O)(=O)C1C=CC=CC=1.[C:42]1([CH3:51])[C:43]([N:48]=[C:49]=S)=[CH:44][CH:45]=[CH:46][CH:47]=1.C1(N=C=NC2CCCCC2)CCCCC1.C([OH:69])C, predict the reaction product. The product is: [C:42]1([CH3:51])[CH:47]=[CH:46][CH:45]=[CH:44][C:43]=1[NH:48][C:49]1[O:30][C:26]2[CH:25]=[C:24]([CH2:23][C:22]([OH:41])=[O:69])[CH:40]=[CH:39][C:27]=2[N:28]=1.